Task: Regression. Given two drug SMILES strings and cell line genomic features, predict the synergy score measuring deviation from expected non-interaction effect.. Dataset: NCI-60 drug combinations with 297,098 pairs across 59 cell lines Drug 1: CC1=C2C(C(=O)C3(C(CC4C(C3C(C(C2(C)C)(CC1OC(=O)C(C(C5=CC=CC=C5)NC(=O)OC(C)(C)C)O)O)OC(=O)C6=CC=CC=C6)(CO4)OC(=O)C)O)C)O. Drug 2: CCN(CC)CCNC(=O)C1=C(NC(=C1C)C=C2C3=C(C=CC(=C3)F)NC2=O)C. Cell line: HOP-92. Synergy scores: CSS=4.19, Synergy_ZIP=-0.894, Synergy_Bliss=-1.09, Synergy_Loewe=0.976, Synergy_HSA=0.607.